Dataset: Peptide-MHC class I binding affinity with 185,985 pairs from IEDB/IMGT. Task: Regression. Given a peptide amino acid sequence and an MHC pseudo amino acid sequence, predict their binding affinity value. This is MHC class I binding data. (1) The peptide sequence is THEGVVCAL. The binding affinity (normalized) is 0.335. The MHC is HLA-B27:05 with pseudo-sequence HLA-B27:05. (2) The peptide sequence is NSPRMYMGNL. The MHC is H-2-Db with pseudo-sequence H-2-Db. The binding affinity (normalized) is 0.